From a dataset of Catalyst prediction with 721,799 reactions and 888 catalyst types from USPTO. Predict which catalyst facilitates the given reaction. (1) Reactant: [CH2:1]([O:8][C:9]([N:11]1[CH2:15][C:14]([F:17])([F:16])[CH2:13][C@H:12]1[C:18]#[N:19])=[O:10])[C:2]1[CH:7]=[CH:6][CH:5]=[CH:4][CH:3]=1.Cl.[NH2:21][OH:22].C(N(CC)CC)C. Product: [CH2:1]([O:8][C:9]([N:11]1[CH2:15][C:14]([F:17])([F:16])[CH2:13][C@H:12]1[C:18]([NH2:19])=[N:21][OH:22])=[O:10])[C:2]1[CH:7]=[CH:6][CH:5]=[CH:4][CH:3]=1. The catalyst class is: 8. (2) Reactant: C([O:3][C:4]([C:6]1[CH:7]=[C:8]([C:12]2[C:13]([C:18]3[CH:23]=[C:22]([Cl:24])[CH:21]=[CH:20][C:19]=3[O:25][CH2:26][CH2:27][CH:28]([CH3:30])[CH3:29])=[CH:14][CH:15]=[CH:16][CH:17]=2)[CH:9]=[CH:10][CH:11]=1)=[O:5])C.[OH-].[Na+].Cl. Product: [Cl:24][C:22]1[CH:21]=[CH:20][C:19]([O:25][CH2:26][CH2:27][CH:28]([CH3:30])[CH3:29])=[C:18]([C:13]2[C:12]([C:8]3[CH:9]=[CH:10][CH:11]=[C:6]([C:4]([OH:5])=[O:3])[CH:7]=3)=[CH:17][CH:16]=[CH:15][CH:14]=2)[CH:23]=1. The catalyst class is: 40. (3) The catalyst class is: 3. Product: [O:52]1[CH2:53][CH2:54][N:49]([C:12](=[O:14])/[CH:11]=[CH:10]/[C:4]2[C:5]([CH3:8])([CH3:9])[CH2:6][CH2:7][C:2]([CH3:1])([CH3:15])[CH:3]=2)[CH2:50][CH2:51]1. Reactant: [CH3:1][C:2]1([CH3:15])[CH2:7][CH2:6][C:5]([CH3:9])([CH3:8])[C:4](/[CH:10]=[CH:11]/[C:12]([OH:14])=O)=[CH:3]1.CN(C(ON1N=NC2C=CC=NC1=2)=[N+](C)C)C.F[P-](F)(F)(F)(F)F.C(N(C(C)C)CC)(C)C.[NH:49]1[CH2:54][CH2:53][O:52][CH2:51][CH2:50]1. (4) Reactant: [C:1]([O:5][C:6](=[O:31])[NH:7][C:8]1[CH:13]=[C:12]([N:14]([CH3:24])[C:15]2[CH:20]=[CH:19][N:18]=[C:17](S(C)=O)[N:16]=2)[N:11]=[C:10]([C:25]2[CH:30]=[CH:29][CH:28]=[CH:27][CH:26]=2)[N:9]=1)([CH3:4])([CH3:3])[CH3:2].[NH2:32][CH:33]([CH3:43])[CH2:34][C:35]1[CH:36]=[C:37]([CH2:41][OH:42])[CH:38]=[CH:39][CH:40]=1.O. Product: [C:1]([O:5][C:6](=[O:31])[NH:7][C:8]1[CH:13]=[C:12]([N:14]([C:15]2[CH:20]=[CH:19][N:18]=[C:17]([NH:32][CH:33]([CH3:43])[CH2:34][C:35]3[CH:40]=[CH:39][CH:38]=[C:37]([CH2:41][OH:42])[CH:36]=3)[N:16]=2)[CH3:24])[N:11]=[C:10]([C:25]2[CH:30]=[CH:29][CH:28]=[CH:27][CH:26]=2)[N:9]=1)([CH3:4])([CH3:3])[CH3:2]. The catalyst class is: 60. (5) Reactant: [C:1]([O:5][C:6](=[O:24])[NH:7][CH2:8][CH:9]1[O:13][B:12]([OH:14])[C:11]2[C:15]([O:19][CH2:20][CH2:21][CH2:22]Br)=[CH:16][CH:17]=[CH:18][C:10]1=2)([CH3:4])([CH3:3])[CH3:2].[CH:25]1[C:26]2[C:41](=[O:42])[C:40]([C:43]([OH:45])=[O:44])=[CH:39][N:38]([CH:46]3[CH2:48][CH2:47]3)[C:27]=2[CH:28]=[C:29]([N:32]2[CH2:37][CH2:36][NH:35][CH2:34][CH2:33]2)[C:30]=1[F:31].Cl.CCN(CC)CC. Product: [C:1]([O:5][C:6]([NH:7][CH2:8][CH:9]1[O:13][B:12]([OH:14])[C:11]2[C:15]([O:19][CH2:20][CH2:21][CH2:22][N:35]3[CH2:36][CH2:37][N:32]([C:29]4[CH:28]=[C:27]5[C:26]([C:41](=[O:42])[C:40]([C:43]([OH:45])=[O:44])=[CH:39][N:38]5[CH:46]5[CH2:47][CH2:48]5)=[CH:25][C:30]=4[F:31])[CH2:33][CH2:34]3)=[CH:16][CH:17]=[CH:18][C:10]1=2)=[O:24])([CH3:4])([CH3:3])[CH3:2]. The catalyst class is: 3. (6) Reactant: [Br:1][C:2]1[CH:3]=[C:4]2[C:8](=[CH:9][CH:10]=1)[CH:7]([NH2:11])[CH2:6][CH2:5]2.C(=O)([O-])[O-].[K+].[K+].Cl[C:19]([O:21][CH2:22][C:23]1[CH:28]=[CH:27][CH:26]=[CH:25][CH:24]=1)=[O:20]. Product: [Br:1][C:2]1[CH:3]=[C:4]2[C:8](=[CH:9][CH:10]=1)[CH:7]([NH:11][C:19](=[O:20])[O:21][CH2:22][C:23]1[CH:28]=[CH:27][CH:26]=[CH:25][CH:24]=1)[CH2:6][CH2:5]2. The catalyst class is: 84. (7) Reactant: [CH2:1]([N:4]([C@H:17]([CH3:30])[CH2:18][N:19]([CH2:27][CH:28]=[CH2:29])[C:20]([O:22][C:23]([CH3:26])([CH3:25])[CH3:24])=[O:21])[S:5]([C:8]1[CH:13]=[CH:12][CH:11]=[CH:10][C:9]=1[N+:14]([O-:16])=[O:15])(=[O:7])=[O:6])C=C. Product: [C:23]([O:22][C:20]([N:19]1[CH2:27][CH:28]=[CH:29][CH2:1][N:4]([S:5]([C:8]2[CH:13]=[CH:12][CH:11]=[CH:10][C:9]=2[N+:14]([O-:16])=[O:15])(=[O:6])=[O:7])[C@H:17]([CH3:30])[CH2:18]1)=[O:21])([CH3:26])([CH3:24])[CH3:25]. The catalyst class is: 4. (8) Reactant: [C:1]([NH:4][C@@H:5]1[CH2:9][C@H:8]([C:10]([O:12]CC)=[O:11])[C@H:7]([CH2:15][CH3:16])[CH2:6]1)(=[O:3])[CH3:2].[OH-].[Na+]. Product: [C:1]([NH:4][C@@H:5]1[CH2:9][C@H:8]([C:10]([OH:12])=[O:11])[C@H:7]([CH2:15][CH3:16])[CH2:6]1)(=[O:3])[CH3:2]. The catalyst class is: 33. (9) Reactant: [Br:1][C:2]1[CH:7]=[CH:6][C:5]([C:8](=O)[CH2:9][S:10][C:11]#[N:12])=[C:4]([F:14])[CH:3]=1.[OH-].[Na+].O.[BrH:18]. Product: [Br:18][C:11]1[S:10][CH:9]=[C:8]([C:5]2[CH:6]=[CH:7][C:2]([Br:1])=[CH:3][C:4]=2[F:14])[N:12]=1. The catalyst class is: 15. (10) Product: [Br:1][C:2]1[CH:3]=[C:4]([NH:10][S:14]([CH:11]2[CH2:13][CH2:12]2)(=[O:16])=[O:15])[C:5]([O:8][CH3:9])=[N:6][CH:7]=1. Reactant: [Br:1][C:2]1[CH:3]=[C:4]([NH2:10])[C:5]([O:8][CH3:9])=[N:6][CH:7]=1.[CH:11]1([S:14](Cl)(=[O:16])=[O:15])[CH2:13][CH2:12]1.Cl. The catalyst class is: 17.